Predict the reaction yield, written as a fraction of the theoretical maximum amount of product (1.0 means a 100% yield; for example, 0.34 means a 34% yield). From a dataset of Reaction yield outcomes from USPTO patents with 853,638 reactions. The reactants are [CH2:1]([C:8]1([OH:31])[CH2:13][CH2:12][N:11]([CH2:14][CH2:15][NH:16][C:17]([NH:19][C:20]2[C:29]3[C:24](=[CH:25][CH:26]=[CH:27][CH:28]=3)[N:23]=[C:22]([CH3:30])[CH:21]=2)=[O:18])[CH2:10][CH2:9]1)[C:2]1[CH:7]=[CH:6][CH:5]=[CH:4][CH:3]=1.[OH:32][S:33]([OH:36])(=[O:35])=[O:34]. The catalyst is CO. The product is [S:33]([OH:36])([OH:35])(=[O:34])=[O:32].[CH2:1]([C:8]1([OH:31])[CH2:9][CH2:10][N:11]([CH2:14][CH2:15][NH:16][C:17]([NH:19][C:20]2[C:29]3[C:24](=[CH:25][CH:26]=[CH:27][CH:28]=3)[N:23]=[C:22]([CH3:30])[CH:21]=2)=[O:18])[CH2:12][CH2:13]1)[C:2]1[CH:7]=[CH:6][CH:5]=[CH:4][CH:3]=1. The yield is 0.830.